From a dataset of Peptide-MHC class I binding affinity with 185,985 pairs from IEDB/IMGT. Regression. Given a peptide amino acid sequence and an MHC pseudo amino acid sequence, predict their binding affinity value. This is MHC class I binding data. (1) The binding affinity (normalized) is 0.533. The MHC is HLA-A02:03 with pseudo-sequence HLA-A02:03. The peptide sequence is QLTPHTKAV. (2) The peptide sequence is KLVGINMSK. The MHC is HLA-A31:01 with pseudo-sequence HLA-A31:01. The binding affinity (normalized) is 0.235. (3) The peptide sequence is PLRPMTYR. The MHC is HLA-A68:01 with pseudo-sequence HLA-A68:01. The binding affinity (normalized) is 0.0193. (4) The peptide sequence is VQMLSDTLK. The MHC is HLA-A68:01 with pseudo-sequence HLA-A68:01. The binding affinity (normalized) is 0.277. (5) The peptide sequence is IQQLPETYF. The MHC is HLA-B07:02 with pseudo-sequence HLA-B07:02. The binding affinity (normalized) is 0.0847.